Dataset: Merck oncology drug combination screen with 23,052 pairs across 39 cell lines. Task: Regression. Given two drug SMILES strings and cell line genomic features, predict the synergy score measuring deviation from expected non-interaction effect. (1) Drug 1: CN(C)C(=N)N=C(N)N. Drug 2: Cn1nnc2c(C(N)=O)ncn2c1=O. Cell line: SKMEL30. Synergy scores: synergy=3.09. (2) Drug 1: CN(Cc1cnc2nc(N)nc(N)c2n1)c1ccc(C(=O)NC(CCC(=O)O)C(=O)O)cc1. Drug 2: NC1(c2ccc(-c3nc4ccn5c(=O)[nH]nc5c4cc3-c3ccccc3)cc2)CCC1. Cell line: A427. Synergy scores: synergy=20.8.